From a dataset of Forward reaction prediction with 1.9M reactions from USPTO patents (1976-2016). Predict the product of the given reaction. (1) Given the reactants [Br:1][CH2:2][CH2:3][CH2:4][CH2:5][N:6]([O:18][C:19]([C:32]1[CH:37]=[CH:36][CH:35]=[CH:34][CH:33]=1)([C:26]1[CH:31]=[CH:30][CH:29]=[CH:28][CH:27]=1)[C:20]1[CH:25]=[CH:24][CH:23]=[CH:22][CH:21]=1)[C:7](=[O:17])[CH2:8][S:9][C:10]1[CH:15]=[CH:14][C:13]([F:16])=[CH:12][CH:11]=1.C1C=C(Cl)C=C(C(OO)=[O:46])C=1.[OH2:49], predict the reaction product. The product is: [Br:1][CH2:2][CH2:3][CH2:4][CH2:5][N:6]([O:18][C:19]([C:32]1[CH:37]=[CH:36][CH:35]=[CH:34][CH:33]=1)([C:26]1[CH:27]=[CH:28][CH:29]=[CH:30][CH:31]=1)[C:20]1[CH:21]=[CH:22][CH:23]=[CH:24][CH:25]=1)[C:7](=[O:17])[CH2:8][S:9]([C:10]1[CH:15]=[CH:14][C:13]([F:16])=[CH:12][CH:11]=1)(=[O:46])=[O:49]. (2) The product is: [F:1][C:2]1[CH:26]=[CH:25][CH:24]=[C:23]([F:27])[C:3]=1[CH2:4][O:5][C:6]1[N:11]2[N:12]=[C:13]([CH2:19][CH2:20][CH3:21])[C:14]([C:15]([OH:17])=[O:16])=[C:10]2[CH:9]=[C:8]([CH3:22])[CH:7]=1. Given the reactants [F:1][C:2]1[CH:26]=[CH:25][CH:24]=[C:23]([F:27])[C:3]=1[CH2:4][O:5][C:6]1[N:11]2[N:12]=[C:13]([CH2:19][CH2:20][CH3:21])[C:14]([C:15]([O:17]C)=[O:16])=[C:10]2[CH:9]=[C:8]([CH3:22])[CH:7]=1.[OH-].[Na+].Cl, predict the reaction product. (3) Given the reactants [CH:1]1([C:4]2[CH:5]=[CH:6][CH:7]=[C:8]3[C:13]=2[N:12]=[C:11]([C:14]([F:23])([F:22])[C:15]2[CH:20]=[CH:19][C:18]([F:21])=[CH:17][N:16]=2)[N:10]=[C:9]3SC)[CH2:3][CH2:2]1.ClC1C=CC=C(C(OO)=[O:34])C=1.S([O-])([O-])(=O)=S.[Na+].[Na+].C(=O)(O)[O-].[Na+].CC1NN=C(N)C=1, predict the reaction product. The product is: [CH:1]1([C:4]2[CH:5]=[CH:6][CH:7]=[C:8]3[C:13]=2[N:12]=[C:11]([C:14]([F:23])([F:22])[C:15]2[CH:20]=[CH:19][C:18]([F:21])=[CH:17][N:16]=2)[N:10]=[C:9]3[OH:34])[CH2:3][CH2:2]1. (4) The product is: [CH:18]1([O:17][C:3]2[C:2]([C:30]3[CH:31]=[N:32][N:33]([CH:35]4[CH2:40][CH2:39][N:38]([CH3:41])[CH2:37][CH2:36]4)[CH:34]=3)=[CH:11][CH:10]=[C:9]3[C:4]=2[CH2:5][CH2:6][C@H:7]([CH3:16])[N:8]3[C:12]([O:14][CH3:15])=[O:13])[CH2:21][CH2:20][CH2:19]1. Given the reactants Br[C:2]1[C:3]([O:17][CH:18]2[CH2:21][CH2:20][CH2:19]2)=[C:4]2[C:9](=[CH:10][CH:11]=1)[N:8]([C:12]([O:14][CH3:15])=[O:13])[C@@H:7]([CH3:16])[CH2:6][CH2:5]2.CC1(C)C(C)(C)OB([C:30]2[CH:31]=[N:32][N:33]([CH:35]3[CH2:40][CH2:39][N:38]([C:41](OC(C)(C)C)=O)[CH2:37][CH2:36]3)[CH:34]=2)O1, predict the reaction product. (5) Given the reactants Cl[C:2]1[C:7]([NH:8][C:9]([C:11]2[C:12]([NH:17][CH:18]3[CH2:20][CH2:19]3)=[N:13][CH:14]=[CH:15][CH:16]=2)=[O:10])=[C:6]([CH3:21])[CH:5]=[CH:4][N:3]=1.C[Si](C)(C)N[Si](C)(C)C.[Na].C[Si]([N-][Si](C)(C)C)(C)C.[Na+].CO.O, predict the reaction product. The product is: [CH3:21][C:6]1[CH:5]=[CH:4][N:3]=[C:2]2[N:17]([CH:18]3[CH2:20][CH2:19]3)[C:12]3[N:13]=[CH:14][CH:15]=[CH:16][C:11]=3[C:9](=[O:10])[NH:8][C:7]=12. (6) Given the reactants N(OC(C)(C)C)=O.N[C:9]1[S:10][C:11]2[CH:17]=[CH:16][CH:15]=[C:14]([Cl:18])[C:12]=2[N:13]=1.[ClH:19], predict the reaction product. The product is: [Cl:19][C:9]1[S:10][C:11]2[CH:17]=[CH:16][CH:15]=[C:14]([Cl:18])[C:12]=2[N:13]=1. (7) Given the reactants [CH3:1][C:2]1[CH:8]=[C:7]([CH:9]2[CH2:18][CH2:17][C:12]3([O:16]CCO3)[CH2:11][CH2:10]2)[C:6]([CH3:19])=[CH:5][C:3]=1[NH2:4].Cl[C:21]1[N:26]=[C:25]([NH:27][C:28]2[CH:32]=[C:31]([CH3:33])[NH:30][N:29]=2)[C:24]([Cl:34])=[CH:23][N:22]=1.Cl, predict the reaction product. The product is: [Cl:34][C:24]1[C:25]([NH:27][C:28]2[CH:32]=[C:31]([CH3:33])[NH:30][N:29]=2)=[N:26][C:21]([NH:4][C:3]2[C:2]([CH3:1])=[CH:8][C:7]([CH:9]3[CH2:10][CH2:11][C:12](=[O:16])[CH2:17][CH2:18]3)=[C:6]([CH3:19])[CH:5]=2)=[N:22][CH:23]=1.